From a dataset of Forward reaction prediction with 1.9M reactions from USPTO patents (1976-2016). Predict the product of the given reaction. (1) Given the reactants [C:1]([O:5][C:6](=[O:17])[CH2:7][O:8][C:9]1[CH:14]=[CH:13][C:12]([NH2:15])=[C:11]([CH3:16])[CH:10]=1)([CH3:4])([CH3:3])[CH3:2].C(=O)([O-])[O-].[K+].[K+].Br[CH2:25][C:26]([O:28][CH3:29])=[O:27].O, predict the reaction product. The product is: [CH3:29][O:28][C:26](=[O:27])[CH2:25][NH:15][C:12]1[CH:13]=[CH:14][C:9]([O:8][CH2:7][C:6]([O:5][C:1]([CH3:4])([CH3:3])[CH3:2])=[O:17])=[CH:10][C:11]=1[CH3:16]. (2) Given the reactants C([O:3][C:4]([C:6]1[C@H:10]2[CH2:11][O:12][CH2:13][C@H:9]2[O:8][N:7]=1)=O)C.[BH4-].[Na+].Cl.C(=O)([O-])[O-].[Na+].[Na+], predict the reaction product. The product is: [O:8]1[C@@H:9]2[CH2:13][O:12][CH2:11][C@@H:10]2[C:6]([CH2:4][OH:3])=[N:7]1. (3) Given the reactants [Cl:1][C:2]1[CH:3]=[C:4]([CH:9]=[C:10]([F:37])[C:11]=1[O:12][CH2:13][C:14]1[N:15]([C:30]2[CH:35]=[CH:34][C:33]([F:36])=[CH:32][CH:31]=2)[C:16]([C:19]([C:22]2[CH:27]=[CH:26][C:25]([Cl:28])=[C:24]([Cl:29])[CH:23]=2)([CH3:21])[CH3:20])=[CH:17][N:18]=1)[C:5]([O:7]C)=[O:6].[OH-].[Na+].Cl, predict the reaction product. The product is: [Cl:1][C:2]1[CH:3]=[C:4]([CH:9]=[C:10]([F:37])[C:11]=1[O:12][CH2:13][C:14]1[N:15]([C:30]2[CH:31]=[CH:32][C:33]([F:36])=[CH:34][CH:35]=2)[C:16]([C:19]([C:22]2[CH:27]=[CH:26][C:25]([Cl:28])=[C:24]([Cl:29])[CH:23]=2)([CH3:21])[CH3:20])=[CH:17][N:18]=1)[C:5]([OH:7])=[O:6].